Dataset: NCI-60 drug combinations with 297,098 pairs across 59 cell lines. Task: Regression. Given two drug SMILES strings and cell line genomic features, predict the synergy score measuring deviation from expected non-interaction effect. Drug 1: CCN(CC)CCNC(=O)C1=C(NC(=C1C)C=C2C3=C(C=CC(=C3)F)NC2=O)C. Drug 2: C1CN(CCN1C(=O)CCBr)C(=O)CCBr. Cell line: SW-620. Synergy scores: CSS=14.1, Synergy_ZIP=0.337, Synergy_Bliss=7.01, Synergy_Loewe=-0.280, Synergy_HSA=1.77.